Dataset: Retrosynthesis with 50K atom-mapped reactions and 10 reaction types from USPTO. Task: Predict the reactants needed to synthesize the given product. (1) Given the product NCc1nc(-c2c[nH]c3ncccc23)cs1, predict the reactants needed to synthesize it. The reactants are: CC(C)(C)OC(=O)NCc1nc(-c2c[nH]c3ncccc23)cs1. (2) Given the product COc1cnc(-n2cc(Cl)cn2)c2[nH]ccc12, predict the reactants needed to synthesize it. The reactants are: COc1cnc(Br)c2[nH]ccc12.Clc1cn[nH]c1. (3) Given the product CCCNC(=O)c1nnc2c(-c3cnc(OC)c(F)c3)cccc2c1N, predict the reactants needed to synthesize it. The reactants are: CCCNC(=O)c1nnc2c(Br)cccc2c1N.COc1ncc(B(O)O)cc1F.